From a dataset of Full USPTO retrosynthesis dataset with 1.9M reactions from patents (1976-2016). Predict the reactants needed to synthesize the given product. (1) Given the product [F:1][C:2]1[CH:3]=[C:4]([CH:7]=[C:8]([F:10])[CH:9]=1)[CH2:5][NH:6][C:17]([C:15]1[S:16][C:12]([Br:11])=[CH:13][CH:14]=1)=[O:18], predict the reactants needed to synthesize it. The reactants are: [F:1][C:2]1[CH:3]=[C:4]([CH:7]=[C:8]([F:10])[CH:9]=1)[CH2:5][NH2:6].[Br:11][C:12]1[S:16][C:15]([C:17](Cl)=[O:18])=[CH:14][CH:13]=1. (2) Given the product [F:25][C:18]1[C:17]2[NH:9][C:7](=[O:8])[C:3]3[S:4][CH:5]=[CH:6][C:2]=3[C:22]=2[CH:21]=[C:20]([O:23][CH3:24])[CH:19]=1, predict the reactants needed to synthesize it. The reactants are: Br[C:2]1[CH:6]=[CH:5][S:4][C:3]=1[C:7]([N:9]([C:17]1[CH:22]=[CH:21][C:20]([O:23][CH3:24])=[CH:19][C:18]=1[F:25])C(=O)OC(C)(C)C)=[O:8]. (3) Given the product [CH3:22][C:5]1[C:6]([C:9]2[N:14]=[C:13]([NH2:15])[CH:12]=[CH:11][CH:10]=2)=[N:7][O:8][CH:4]=1, predict the reactants needed to synthesize it. The reactants are: C(O[CH:4]1[O:8][N:7]=[C:6]([C:9]2[N:14]=[C:13]([NH:15]C(=O)C(C)(C)C)[CH:12]=[CH:11][CH:10]=2)[CH:5]1[CH3:22])C.S(=O)(=O)(O)O.C(=O)([O-])[O-].[Na+].[Na+].